Task: Predict the product of the given reaction.. Dataset: Forward reaction prediction with 1.9M reactions from USPTO patents (1976-2016) (1) Given the reactants [F:1][C:2]1[CH:3]=[C:4]([N:21]2[CH2:25][C@H:24]([CH2:26][N:27]3[CH:31]=[CH:30][N:29]=[N:28]3)[O:23][C:22]2=[O:32])[CH:5]=[CH:6][C:7]=1[C:8]1[CH:9]=[N:10][C:11]([C:14]2[CH2:18][C@@H:17]([CH2:19][OH:20])[O:16][N:15]=2)=[CH:12][CH:13]=1.[O:33]1[C:37](=[O:38])[CH2:36][CH2:35][C:34]1=[O:39].CN(C=O)C.N1C=CC=CC=1, predict the reaction product. The product is: [F:1][C:2]1[CH:3]=[C:4]([N:21]2[CH2:25][C@H:24]([CH2:26][N:27]3[CH:31]=[CH:30][N:29]=[N:28]3)[O:23][C:22]2=[O:32])[CH:5]=[CH:6][C:7]=1[C:8]1[CH:13]=[CH:12][C:11]([C:14]2[CH2:18][C@@H:17]([CH2:19][O:20][C:37](=[O:38])[CH2:36][CH2:35][C:34]([OH:39])=[O:33])[O:16][N:15]=2)=[N:10][CH:9]=1. (2) Given the reactants C(O[BH-](OC(=O)C)OC(=O)C)(=O)C.[Na+].[CH3:15][C:16]1([CH3:23])[O:21][CH2:20][C:19](=O)[CH2:18][O:17]1.Cl.[CH3:25][CH:26]([O:28][C:29]1[CH:36]=[CH:35][C:34]([C:37]2[O:41][N:40]=[C:39]([C:42]3[C:43]([CH3:52])=[C:44]4[C:49](=[CH:50][CH:51]=3)[CH2:48][NH:47][CH2:46][CH2:45]4)[N:38]=2)=[CH:33][C:30]=1[C:31]#[N:32])[CH3:27].C(=O)([O-])O.[Na+], predict the reaction product. The product is: [CH3:23][C:16]1([CH3:15])[O:17][CH2:18][CH:19]([N:47]2[CH2:46][CH2:45][C:44]3[C:49](=[CH:50][CH:51]=[C:42]([C:39]4[N:38]=[C:37]([C:34]5[CH:35]=[CH:36][C:29]([O:28][CH:26]([CH3:27])[CH3:25])=[C:30]([CH:33]=5)[C:31]#[N:32])[O:41][N:40]=4)[C:43]=3[CH3:52])[CH2:48]2)[CH2:20][O:21]1. (3) The product is: [Cl:1][C:2]1[CH:9]=[CH:8][CH:7]=[C:6]([Cl:10])[C:3]=1[CH:4]=[N:12][OH:13]. Given the reactants [Cl:1][C:2]1[CH:9]=[CH:8][CH:7]=[C:6]([Cl:10])[C:3]=1[CH:4]=O.Cl.[NH2:12][OH:13].[OH-].[Na+].C(=O)C1C=CC=CC=1, predict the reaction product. (4) Given the reactants [C:1]1([C:7]2[O:8][C:9]([C:15]([F:18])([F:17])[F:16])=[C:10]([C:12]([OH:14])=O)[N:11]=2)[CH:6]=[CH:5][CH:4]=[CH:3][CH:2]=1.[N:19]1[CH:24]=[CH:23][CH:22]=[N:21][C:20]=1[N:25]1[CH2:30][CH2:29][N:28]([C:31]2[N:36]=[CH:35][C:34]([NH2:37])=[CH:33][CH:32]=2)[CH2:27][CH2:26]1.C(N(C(C)C)CC)(C)C.F[P-](F)(F)(F)(F)F.Br[P+](N1CCCC1)(N1CCCC1)N1CCCC1, predict the reaction product. The product is: [N:19]1[CH:24]=[CH:23][CH:22]=[N:21][C:20]=1[N:25]1[CH2:26][CH2:27][N:28]([C:31]2[N:36]=[CH:35][C:34]([NH:37][C:12]([C:10]3[N:11]=[C:7]([C:1]4[CH:2]=[CH:3][CH:4]=[CH:5][CH:6]=4)[O:8][C:9]=3[C:15]([F:18])([F:17])[F:16])=[O:14])=[CH:33][CH:32]=2)[CH2:29][CH2:30]1. (5) Given the reactants [Br:1][C:2]1[CH:9]=[C:8]([O:10][CH3:11])[C:5]([CH:6]=O)=[C:4](F)[CH:3]=1.O.[NH2:14][NH2:15], predict the reaction product. The product is: [Br:1][C:2]1[CH:3]=[C:4]2[C:5]([CH:6]=[N:14][NH:15]2)=[C:8]([O:10][CH3:11])[CH:9]=1. (6) The product is: [Br:1][C:2]1[C:7]([C:12]#[N:14])=[N:6][C:5]([CH2:9][O:10][CH3:11])=[CH:4][CH:3]=1. Given the reactants [Br:1][C:2]1[CH:3]=[CH:4][C:5]([CH2:9][O:10][CH3:11])=[N+:6]([O-])[CH:7]=1.[CH2:12]([N:14](CC)CC)C.C[Si](C#N)(C)C.O, predict the reaction product.